From a dataset of Reaction yield outcomes from USPTO patents with 853,638 reactions. Predict the reaction yield, written as a fraction of the theoretical maximum amount of product (1.0 means a 100% yield; for example, 0.34 means a 34% yield). (1) The reactants are [Br:1][C:2]1[CH:3]=[C:4]([C:8]2[C:9]3[N:10]([CH:18]=[CH:19][N:20]=3)[CH:11]=[C:12]([C:14]([O:16][CH3:17])=[O:15])[N:13]=2)[CH:5]=[CH:6][CH:7]=1.[I:21]N1C(=O)CCC1=O. The catalyst is CN(C=O)C. The product is [Br:1][C:2]1[CH:3]=[C:4]([C:8]2[C:9]3[N:10]([C:18]([I:21])=[CH:19][N:20]=3)[CH:11]=[C:12]([C:14]([O:16][CH3:17])=[O:15])[N:13]=2)[CH:5]=[CH:6][CH:7]=1. The yield is 0.850. (2) The reactants are [Si:1]([O:8][C@@H:9]([CH2:38][O:39][C:40]1[CH:45]=[CH:44][CH:43]=[C:42]([C:46]([F:49])([F:48])[F:47])[CH:41]=1)/[CH:10]=[CH:11]/[C@H:12]1[C@H:16]([O:17][Si:18]([C:21]([CH3:24])([CH3:23])[CH3:22])([CH3:20])[CH3:19])[CH2:15][C:14](=[O:25])[C@@H:13]1[CH2:26]/[CH:27]=[CH:28]\[CH2:29][CH2:30][CH2:31][C:32]([O:34][CH:35]([CH3:37])[CH3:36])=[O:33])([C:4]([CH3:7])([CH3:6])[CH3:5])([CH3:3])[CH3:2].CCC(C)[BH-](C(C)CC)C(C)CC.[Li+].OO.[Na+].[Cl-]. The catalyst is C1COCC1. The product is [Si:1]([O:8][C@@H:9]([CH2:38][O:39][C:40]1[CH:45]=[CH:44][CH:43]=[C:42]([C:46]([F:48])([F:47])[F:49])[CH:41]=1)/[CH:10]=[CH:11]/[C@H:12]1[C@H:16]([O:17][Si:18]([C:21]([CH3:23])([CH3:22])[CH3:24])([CH3:19])[CH3:20])[CH2:15][C@H:14]([OH:25])[C@@H:13]1[CH2:26]/[CH:27]=[CH:28]\[CH2:29][CH2:30][CH2:31][C:32]([O:34][CH:35]([CH3:37])[CH3:36])=[O:33])([C:4]([CH3:5])([CH3:6])[CH3:7])([CH3:3])[CH3:2]. The yield is 0.500. (3) The reactants are [F:1][C:2]1[CH:3]=[C:4]([C:8]2[C:12]([C:13]([OH:15])=O)=[C:11]([CH3:16])[O:10][N:9]=2)[CH:5]=[CH:6][CH:7]=1.Cl.C(N=C=NCCCN(C)C)C.[CH3:29][O:30][C:31]1[CH:36]=[CH:35][CH:34]=[CH:33][C:32]=1[N:37]1[CH2:42][CH2:41][NH:40][CH2:39][CH2:38]1. The catalyst is ClCCl. The product is [F:1][C:2]1[CH:3]=[C:4]([C:8]2[C:12]([C:13]([N:40]3[CH2:39][CH2:38][N:37]([C:32]4[CH:33]=[CH:34][CH:35]=[CH:36][C:31]=4[O:30][CH3:29])[CH2:42][CH2:41]3)=[O:15])=[C:11]([CH3:16])[O:10][N:9]=2)[CH:5]=[CH:6][CH:7]=1. The yield is 0.810. (4) The reactants are [CH3:1][C:2]([C:4]1[CH:9]=[CH:8][C:7]([OH:10])=[CH:6][C:5]=1[F:11])=O.Cl.C(OCC)C.[Na+].[Cl-]. The catalyst is O.[Zn]. The product is [CH2:2]([C:4]1[CH:9]=[CH:8][C:7]([OH:10])=[CH:6][C:5]=1[F:11])[CH3:1]. The yield is 0.520.